Dataset: Catalyst prediction with 721,799 reactions and 888 catalyst types from USPTO. Task: Predict which catalyst facilitates the given reaction. (1) Reactant: [NH2:1][C:2]1[CH:9]=[C:8]([F:10])[C:5]([CH:6]=O)=[C:4]([F:11])[CH:3]=1.[C:12]([CH:17]=P(C1C=CC=CC=1)(C1C=CC=CC=1)C1C=CC=CC=1)([O:14][CH2:15][CH3:16])=[O:13]. Product: [NH2:1][C:2]1[CH:9]=[C:8]([F:10])[C:5](/[CH:6]=[CH:17]/[C:12]([O:14][CH2:15][CH3:16])=[O:13])=[C:4]([F:11])[CH:3]=1. The catalyst class is: 8. (2) Reactant: [Cl:1][C:2]1[CH:7]=[CH:6][C:5]([N:8]2[CH:12]=[C:11]([CH2:13][OH:14])[N:10]=[N:9]2)=[C:4]([C:15]2[CH:20]=[C:19]([O:21][CH3:22])[N:18]=[CH:17][N:16]=2)[CH:3]=1.O.C([O-])(O)=O.[Na+]. Product: [Cl:1][C:2]1[CH:7]=[CH:6][C:5]([N:8]2[CH:12]=[C:11]([CH:13]=[O:14])[N:10]=[N:9]2)=[C:4]([C:15]2[CH:20]=[C:19]([O:21][CH3:22])[N:18]=[CH:17][N:16]=2)[CH:3]=1. The catalyst class is: 16. (3) Reactant: [CH3:1][N:2]1[CH2:6][CH2:5][N:4]([CH3:7])[C:3]1=[N:8][OH:9].[N:10]1[C:17](F)=[N:16][C:14](F)=[N:13][C:11]=1F. Product: [CH3:1][N:2]1[CH2:6][CH2:5][N:4]([CH3:7])[C:3]1=[N:8][O:9][C:11]1[N:13]=[C:14]([O:9][N:8]=[C:3]2[N:4]([CH3:7])[CH2:5][CH2:6][N:2]2[CH3:1])[N:16]=[C:17]([O:9][N:8]=[C:3]2[N:4]([CH3:7])[CH2:5][CH2:6][N:2]2[CH3:1])[N:10]=1. The catalyst class is: 17. (4) Reactant: [F:1][C:2]1[C:7]2[N:8]=[CH:9][S:10][C:6]=2[CH:5]=[C:4]([C:11]([OH:13])=O)[C:3]=1[NH:14][C:15]1[CH:20]=[CH:19][C:18]([Br:21])=[CH:17][C:16]=1[Cl:22].C1C=CC2N(O)N=NC=2C=1.CCN=C=NCCCN(C)C.[CH3:44][C:45]1([CH3:53])[O:49][CH:48]([CH2:50][O:51][NH2:52])[CH2:47][O:46]1.[NH4+].[Cl-]. Product: [CH3:44][C:45]1([CH3:53])[O:49][CH:48]([CH2:50][O:51][NH:52][C:11]([C:4]2[C:3]([NH:14][C:15]3[CH:20]=[CH:19][C:18]([Br:21])=[CH:17][C:16]=3[Cl:22])=[C:2]([F:1])[C:7]3[N:8]=[CH:9][S:10][C:6]=3[CH:5]=2)=[O:13])[CH2:47][O:46]1. The catalyst class is: 2. (5) Product: [Cl:53][C:47]1[CH:46]=[C:45]([C@@H:38]([C:39]2[CH:40]=[CH:41][CH:42]=[CH:43][CH:44]=2)[C@H:2]([NH:1][C:62]([O:64][CH3:65])=[O:63])[C:3]([NH:5][C:6]2[CH:36]=[CH:35][CH:34]=[C:33]([F:37])[C:7]=2[CH2:8][CH2:9][C@H:10]2[O:15][CH2:14][C@@H:13]([CH2:16][O:17][C:18](=[O:25])[NH:19][CH2:20][C:21]([F:24])([F:23])[F:22])[N:12]([C:26]([O:28][C:29]([CH3:31])([CH3:32])[CH3:30])=[O:27])[CH2:11]2)=[O:4])[CH:50]=[CH:49][C:48]=1[O:51][CH3:52]. Reactant: [NH2:1][C@@H:2]([C@@H:38]([C:45]1[CH:50]=[CH:49][C:48]([O:51][CH3:52])=[C:47]([Cl:53])[CH:46]=1)[C:39]1[CH:44]=[CH:43][CH:42]=[CH:41][CH:40]=1)[C:3]([NH:5][C:6]1[CH:36]=[CH:35][CH:34]=[C:33]([F:37])[C:7]=1[CH2:8][CH2:9][C@H:10]1[O:15][CH2:14][C@@H:13]([CH2:16][O:17][C:18](=[O:25])[NH:19][CH2:20][C:21]([F:24])([F:23])[F:22])[N:12]([C:26]([O:28][C:29]([CH3:32])([CH3:31])[CH3:30])=[O:27])[CH2:11]1)=[O:4].C(N(CC)CC)C.Cl[C:62]([O:64][CH3:65])=[O:63]. The catalyst class is: 4.